From a dataset of Catalyst prediction with 721,799 reactions and 888 catalyst types from USPTO. Predict which catalyst facilitates the given reaction. (1) Reactant: B1(C)OC(C2C=CC=CC=2)(C2C=CC=CC=2)[C@@H]2N1CCC2.S(C)C.[F:25][C:26]([F:45])([F:44])[C:27]([N:29]1[CH2:38][CH2:37][C:36]2[C:35]3[CH2:39][CH2:40][CH2:41][C:42](=[O:43])[C:34]=3[CH:33]=[CH:32][C:31]=2[CH2:30]1)=[O:28]. Product: [F:45][C:26]([F:25])([F:44])[C:27]([N:29]1[CH2:38][CH2:37][C:36]2[C:35]3[CH2:39][CH2:40][CH2:41][C@H:42]([OH:43])[C:34]=3[CH:33]=[CH:32][C:31]=2[CH2:30]1)=[O:28]. The catalyst class is: 247. (2) Reactant: [O:1]1[CH2:5][CH2:4][CH:3](C(O)=O)[CH2:2]1.C([N:11]([CH2:14]C)CC)C.C1(P(N=[N+]=[N-])(C2C=CC=CC=2)=[O:23])C=CC=CC=1.[C:33]([OH:37])([CH3:36])([CH3:35])[CH3:34]. Product: [C:33]([O:37][C:14](=[O:23])[NH:11][CH:3]1[CH2:4][CH2:5][O:1][CH2:2]1)([CH3:36])([CH3:35])[CH3:34]. The catalyst class is: 31. (3) Reactant: [CH2:1]([O:3][CH:4]([O:6][CH:7]([CH:10]([O:23][CH3:24])[C:11]1[CH:16]=[CH:15][C:14]([N:17]2[CH2:22][CH2:21][O:20][CH2:19][CH2:18]2)=[CH:13][CH:12]=1)[C:8]#[N:9])[CH3:5])[CH3:2].[NH2:25][OH:26].Cl.C([O-])(O)=O.[Na+]. Product: [CH2:1]([O:3][CH:4]([O:6][CH:7]([CH:10]([O:23][CH3:24])[C:11]1[CH:16]=[CH:15][C:14]([N:17]2[CH2:18][CH2:19][O:20][CH2:21][CH2:22]2)=[CH:13][CH:12]=1)/[C:8](=[N:25]/[OH:26])/[NH2:9])[CH3:5])[CH3:2]. The catalyst class is: 5.